Dataset: Merck oncology drug combination screen with 23,052 pairs across 39 cell lines. Task: Regression. Given two drug SMILES strings and cell line genomic features, predict the synergy score measuring deviation from expected non-interaction effect. (1) Drug 1: CN1C(=O)C=CC2(C)C3CCC4(C)C(NC(=O)OCC(F)(F)F)CCC4C3CCC12. Drug 2: CN(C)C(=N)N=C(N)N. Cell line: SKOV3. Synergy scores: synergy=3.54. (2) Drug 1: O=C(CCCCCCC(=O)Nc1ccccc1)NO. Drug 2: NC1(c2ccc(-c3nc4ccn5c(=O)[nH]nc5c4cc3-c3ccccc3)cc2)CCC1. Cell line: HT144. Synergy scores: synergy=16.8. (3) Drug 1: O=C(CCCCCCC(=O)Nc1ccccc1)NO. Drug 2: COC1CC2CCC(C)C(O)(O2)C(=O)C(=O)N2CCCCC2C(=O)OC(C(C)CC2CCC(OP(C)(C)=O)C(OC)C2)CC(=O)C(C)C=C(C)C(O)C(OC)C(=O)C(C)CC(C)C=CC=CC=C1C. Cell line: A427. Synergy scores: synergy=16.5. (4) Drug 1: COc1cccc2c1C(=O)c1c(O)c3c(c(O)c1C2=O)CC(O)(C(=O)CO)CC3OC1CC(N)C(O)C(C)O1. Synergy scores: synergy=-24.8. Drug 2: O=C(NOCC(O)CO)c1ccc(F)c(F)c1Nc1ccc(I)cc1F. Cell line: MSTO.